This data is from Full USPTO retrosynthesis dataset with 1.9M reactions from patents (1976-2016). The task is: Predict the reactants needed to synthesize the given product. (1) Given the product [Cl:1][C:2]1[CH:18]=[CH:17][CH:16]=[CH:15][C:3]=1[O:4][CH2:5][C:6]1[CH:7]=[C:8]([CH:12]=[CH:13][CH:14]=1)[C:9]([NH:35][C:33]1[CH:34]=[N:30][NH:31][CH:32]=1)=[O:11], predict the reactants needed to synthesize it. The reactants are: [Cl:1][C:2]1[CH:18]=[CH:17][CH:16]=[CH:15][C:3]=1[O:4][CH2:5][C:6]1[CH:7]=[C:8]([CH:12]=[CH:13][CH:14]=1)[C:9]([OH:11])=O.C(Cl)(=O)C(Cl)=O.CN(C)C=O.[NH:30]1[CH:34]=[C:33]([NH2:35])[CH:32]=[N:31]1. (2) Given the product [CH3:1][O:2][C:3]([C:4]1[S:20][C:19]([C:18]2[CH:17]=[CH:16][C:15]([C:14]([F:24])([F:13])[F:25])=[CH:23][CH:22]=2)=[N:21][C:5]=1[CH2:6][CH2:7][CH2:8][CH3:9])=[O:12], predict the reactants needed to synthesize it. The reactants are: [CH3:1][O:2][C:3](=[O:12])[CH:4](Cl)[C:5](=O)[CH2:6][CH2:7][CH2:8][CH3:9].[F:13][C:14]([F:25])([F:24])[C:15]1[CH:23]=[CH:22][C:18]([C:19]([NH2:21])=[S:20])=[CH:17][CH:16]=1. (3) Given the product [CH2:1]([C:4]1[S:30][C:7]2[N:8]=[C:9]([O:25][CH2:26][CH2:27][C:28]([OH:32])=[O:29])[N:10]=[C:11]([N:12]3[CH2:17][CH2:16][N:15]4[C:18]([C:21]([F:22])([F:24])[F:23])=[N:19][N:20]=[C:14]4[CH2:13]3)[C:6]=2[CH:5]=1)[CH2:2][CH3:3], predict the reactants needed to synthesize it. The reactants are: [CH2:1]([C:4]1[S:30][C:7]2[N:8]=[C:9]([O:25][CH2:26][CH2:27][CH2:28][OH:29])[N:10]=[C:11]([N:12]3[CH2:17][CH2:16][N:15]4[C:18]([C:21]([F:24])([F:23])[F:22])=[N:19][N:20]=[C:14]4[CH2:13]3)[C:6]=2[CH:5]=1)[CH2:2][CH3:3].Cl([O-])=[O:32].[Na+].Cl[O-].[Na+].C(OCC)(=O)C. (4) Given the product [F:11][C:8]1[CH:7]=[C:3]2[C:2](=[CH:10][CH:9]=1)[N:1]=[C:13]([C:17]1[CH:18]=[CH:19][C:20]([C:23]3([OH:28])[CH2:27][CH2:26][CH2:25][CH2:24]3)=[CH:21][CH:22]=1)[NH:6][C:4]2=[O:5], predict the reactants needed to synthesize it. The reactants are: [NH2:1][C:2]1[CH:10]=[CH:9][C:8]([F:11])=[CH:7][C:3]=1[C:4]([NH2:6])=[O:5].O1CCO[CH:13]1[C:17]1[CH:22]=[CH:21][C:20]([C:23]2([OH:28])[CH2:27][CH2:26][CH2:25][CH2:24]2)=[CH:19][CH:18]=1.S(OS([O-])=O)([O-])=O.[Na+].[Na+].